Predict the reaction yield, written as a fraction of the theoretical maximum amount of product (1.0 means a 100% yield; for example, 0.34 means a 34% yield). From a dataset of Reaction yield outcomes from USPTO patents with 853,638 reactions. (1) The reactants are [CH3:1][C:2]1[CH:7]=[CH:6][CH:5]=[CH:4][C:3]=1[CH2:8][C:9](O)=O.[C:12]1([NH:18][C:19](=[S:22])[NH:20][NH2:21])[CH:17]=[CH:16][CH:15]=[CH:14][CH:13]=1. No catalyst specified. The product is [CH3:1][C:2]1[CH:7]=[CH:6][CH:5]=[CH:4][C:3]=1[CH2:8][C:9]1[N:18]([C:12]2[CH:13]=[CH:14][CH:15]=[CH:16][CH:17]=2)[C:19](=[S:22])[NH:20][N:21]=1. The yield is 0.230. (2) The reactants are [C:1]1([CH2:7][C:8](Cl)=[O:9])[CH:6]=[CH:5][CH:4]=[CH:3][CH:2]=1.[S-:11][C:12]#[N:13].[K+].[NH2:15][C:16]1[CH:21]=[C:20]([O:22][C:23]2[CH:28]=[CH:27][C:26]([NH2:29])=[C:25]([O:30][CH3:31])[CH:24]=2)[CH:19]=[CH:18][N:17]=1. The catalyst is C(#N)C. The product is [NH2:15][C:16]1[CH:21]=[C:20]([O:22][C:23]2[CH:28]=[CH:27][C:26]([NH:29][C:12]([NH:13][C:8](=[O:9])[CH2:7][C:1]3[CH:6]=[CH:5][CH:4]=[CH:3][CH:2]=3)=[S:11])=[C:25]([O:30][CH3:31])[CH:24]=2)[CH:19]=[CH:18][N:17]=1. The yield is 0.390. (3) The reactants are [CH2:1]([O:3][C:4]([C:6]1([NH:16][C:17](=[O:26])[C:18]2[CH:23]=[CH:22][CH:21]=[C:20]([CH3:24])[C:19]=2I)[CH2:14][C:13]2[C:8](=[CH:9][CH:10]=[C:11]([F:15])[CH:12]=2)[CH2:7]1)=[O:5])[CH3:2].[CH:27](/B(O)O)=[CH:28]\[CH3:29].C([O-])([O-])=O.[K+].[K+]. The catalyst is CCO.O1CCOCC1.[Pd]. The product is [CH2:1]([O:3][C:4]([C:6]1([NH:16][C:17](=[O:26])[C:18]2[CH:23]=[CH:22][CH:21]=[C:20]([CH3:24])[C:19]=2/[CH:27]=[CH:28]/[CH3:29])[CH2:14][C:13]2[C:8](=[CH:9][CH:10]=[C:11]([F:15])[CH:12]=2)[CH2:7]1)=[O:5])[CH3:2]. The yield is 0.510. (4) The reactants are [NH2:1][C:2]1[CH:3]=[C:4]2[C:9](=[CH:10][CH:11]=1)[N:8]=[CH:7][C:6]([C:12]#[N:13])=[C:5]2[NH:14][C:15]1[CH:20]=[CH:19][C:18]([F:21])=[C:17]([Cl:22])[CH:16]=1.[CH3:23][S:24]([C:27]1[CH:34]=[CH:33][C:30]([CH:31]=O)=[CH:29][CH:28]=1)(=[O:26])=[O:25].[BH3-]C#N.[Na+]. The catalyst is CCO. The product is [Cl:22][C:17]1[CH:16]=[C:15]([NH:14][C:5]2[C:4]3[C:9](=[CH:10][CH:11]=[C:2]([NH:1][CH2:31][C:30]4[CH:29]=[CH:28][C:27]([S:24]([CH3:23])(=[O:26])=[O:25])=[CH:34][CH:33]=4)[CH:3]=3)[N:8]=[CH:7][C:6]=2[C:12]#[N:13])[CH:20]=[CH:19][C:18]=1[F:21]. The yield is 0.260. (5) The reactants are C(O[C:9]([N:11]([CH2:13][C:14]1[C:22]2[C:17](=[CH:18][CH:19]=[CH:20][CH:21]=2)[N:16]([CH:23](C)[CH3:24])[CH:15]=1)C)=O)C1C=CC=CC=1.C(OC(N(CC1C2C(=CC=CC=2)N(CC2C=CC=CC=2)C=1)C)=O)C1C=CC=CC=1. No catalyst specified. The product is [CH2:23]([N:16]1[C:17]2[C:22](=[CH:21][CH:20]=[CH:19][CH:18]=2)[C:14]([CH2:13][NH:11][CH3:9])=[CH:15]1)[CH3:24]. The yield is 0.820. (6) The reactants are [F:1][C:2]1[CH:3]=[C:4]([OH:8])[CH:5]=[N:6][CH:7]=1.[F:9][C:10]([F:23])([F:22])[S:11](O[S:11]([C:10]([F:23])([F:22])[F:9])(=[O:13])=[O:12])(=[O:13])=[O:12]. The catalyst is N1C=CC=CC=1.O. The product is [F:1][C:2]1[CH:3]=[C:4]([O:8][S:11]([C:10]([F:23])([F:22])[F:9])(=[O:13])=[O:12])[CH:5]=[N:6][CH:7]=1. The yield is 0.840. (7) The reactants are [NH2:1][C:2]1[CH:3]=[C:4]2[C:8](=[CH:9][C:10]=1[N+:11]([O-:13])=[O:12])[C:7](=[O:14])[NH:6][C:5]2=[O:15].[C:16]([O:20][C:21](=[O:27])[N:22]([CH2:24][CH2:25]N)[CH3:23])([CH3:19])([CH3:18])[CH3:17].N1C=CN=C1. The yield is 0.930. The product is [C:16]([O:20][C:21](=[O:27])[N:22]([CH2:24][CH2:25][N:6]1[C:5](=[O:15])[C:4]2[C:8](=[CH:9][C:10]([N+:11]([O-:13])=[O:12])=[C:2]([NH2:1])[CH:3]=2)[C:7]1=[O:14])[CH3:23])([CH3:19])([CH3:18])[CH3:17]. The catalyst is O1CCOCC1.